From a dataset of Full USPTO retrosynthesis dataset with 1.9M reactions from patents (1976-2016). Predict the reactants needed to synthesize the given product. (1) Given the product [CH3:1][N:2]1[C:6]([C:7]2[C:12]([F:13])=[CH:11][N:10]=[C:9]([NH:14][C:17]3[CH:22]=[CH:21][C:20]([S:23]([N:26]4[CH2:27][CH2:28][N:29]([CH3:32])[CH2:30][CH2:31]4)(=[O:24])=[O:25])=[C:19]([CH3:33])[CH:18]=3)[N:8]=2)=[CH:5][N:4]=[C:3]1[CH3:15], predict the reactants needed to synthesize it. The reactants are: [CH3:1][N:2]1[C:6]([C:7]2[C:12]([F:13])=[CH:11][N:10]=[C:9]([NH2:14])[N:8]=2)=[CH:5][N:4]=[C:3]1[CH3:15].Br[C:17]1[CH:22]=[CH:21][C:20]([S:23]([N:26]2[CH2:31][CH2:30][N:29]([CH3:32])[CH2:28][CH2:27]2)(=[O:25])=[O:24])=[C:19]([CH3:33])[CH:18]=1. (2) Given the product [Br:1][C:2]1[CH:8]=[CH:7][C:6]([CH3:9])=[C:5]2[C:3]=1[N:4]=[CH:14][CH:12]=[CH:11]2, predict the reactants needed to synthesize it. The reactants are: [Br:1][C:2]1[CH:8]=[CH:7][C:6]([CH3:9])=[CH:5][C:3]=1[NH2:4].O[CH2:11][CH:12]([CH2:14]O)O.[N+](C1C=CC=CC=1)([O-])=O. (3) Given the product [Cl:22][C:23]1[CH:28]=[CH:27][CH:26]=[CH:25][C:24]=1[CH2:29][C:30]([NH:2][CH3:1])=[O:32], predict the reactants needed to synthesize it. The reactants are: [CH3:1][N:2](C)CCCN=C=NCC.ON1C2C=CC=CC=2N=N1.[Cl:22][C:23]1[CH:28]=[CH:27][CH:26]=[CH:25][C:24]=1[CH2:29][C:30]([OH:32])=O.CN.C(O)C. (4) The reactants are: S(Cl)(Cl)=O.[F:5][C:6]1[CH:36]=[CH:35][C:9]([CH2:10][O:11][C:12]2[CH:17]=[CH:16][N:15]([C:18]3[CH:19]=[CH:20][C:21]4[N:25]=[C:24]([C:26]([NH:28][CH2:29][CH2:30]O)=[O:27])[N:23]([CH3:32])[C:22]=4[CH:33]=3)[C:14](=[O:34])[CH:13]=2)=[CH:8][CH:7]=1. Given the product [O:27]1[CH2:30][CH2:29][N:28]=[C:26]1[C:24]1[N:23]([CH3:32])[C:22]2[CH:33]=[C:18]([N:15]3[CH:16]=[CH:17][C:12]([O:11][CH2:10][C:9]4[CH:8]=[CH:7][C:6]([F:5])=[CH:36][CH:35]=4)=[CH:13][C:14]3=[O:34])[CH:19]=[CH:20][C:21]=2[N:25]=1, predict the reactants needed to synthesize it. (5) Given the product [I:1][C:2]1[N:3]([CH3:9])[N:4]=[CH:5][C:6]=1[CH:7]=[O:8], predict the reactants needed to synthesize it. The reactants are: [I:1][C:2]1[C:6]([CH:7]=[O:8])=[CH:5][NH:4][N:3]=1.[C:9](=O)([O-])[O-].[K+].[K+].CI.